The task is: Predict the product of the given reaction.. This data is from Forward reaction prediction with 1.9M reactions from USPTO patents (1976-2016). (1) Given the reactants [CH3:1][O:2][C:3]1[CH:4]=[C:5]([NH:13][C:14]2[CH:19]=[N:18][CH:17]=[C:16](Cl)[N:15]=2)[CH:6]=[C:7]([O:11][CH3:12])[C:8]=1[O:9][CH3:10].[CH:21]1[CH:26]=[C:25]2[CH:27]=[CH:28][CH:29]=[C:30]([SH:31])[C:24]2=[CH:23][CH:22]=1, predict the reaction product. The product is: [C:30]1([S:31][C:16]2[N:15]=[C:14]([NH:13][C:5]3[CH:4]=[C:3]([O:2][CH3:1])[C:8]([O:9][CH3:10])=[C:7]([O:11][CH3:12])[CH:6]=3)[CH:19]=[N:18][CH:17]=2)[C:24]2[C:25](=[CH:26][CH:21]=[CH:22][CH:23]=2)[CH:27]=[CH:28][CH:29]=1. (2) Given the reactants Br[C:2]1[C:7](=[O:8])[N:6]2[CH:9]=[CH:10][CH:11]=[CH:12][C:5]2=[N:4][C:3]=1[N:13]1[CH2:17][CH2:16][CH2:15][CH2:14]1.BrC1C(=O)N2C=CC=CC2=NC=1CCCC.[Cl:34][C:35]1[CH:40]=[CH:39][C:38](B(O)O)=[CH:37][CH:36]=1.COC1C=CC(B(O)O)=CC=1, predict the reaction product. The product is: [Cl:34][C:35]1[CH:40]=[CH:39][C:38]([C:2]2[C:7](=[O:8])[N:6]3[CH:9]=[CH:10][CH:11]=[CH:12][C:5]3=[N:4][C:3]=2[N:13]2[CH2:17][CH2:16][CH2:15][CH2:14]2)=[CH:37][CH:36]=1. (3) Given the reactants Br[CH2:2][C:3]1[CH:27]=[CH:26][C:6]([C:7]([NH:9][C:10]2[S:11][C:12]([C:20]3[CH:25]=[CH:24][N:23]=[CH:22][CH:21]=3)=[C:13]([C:15]3[O:16][CH:17]=[CH:18][CH:19]=3)[N:14]=2)=[O:8])=[CH:5][CH:4]=1.[NH:28]1[CH:32]=[CH:31][N:30]=[CH:29]1.O, predict the reaction product. The product is: [O:16]1[CH:17]=[CH:18][CH:19]=[C:15]1[C:13]1[N:14]=[C:10]([NH:9][C:7](=[O:8])[C:6]2[CH:5]=[CH:4][C:3]([CH2:2][N:28]3[CH:32]=[CH:31][N:30]=[CH:29]3)=[CH:27][CH:26]=2)[S:11][C:12]=1[C:20]1[CH:21]=[CH:22][N:23]=[CH:24][CH:25]=1. (4) Given the reactants [CH3:1][O:2][C:3](=[O:37])[C@@H:4]([NH:16][C:17](=[O:36])[C:18]1[CH:23]=[CH:22][C:21]([C:24]#[C:25][C:26]#[C:27][C@@H:28]2[CH2:30][C@H:29]2[CH2:31][O:32]C(=O)C)=[CH:20][CH:19]=1)[C:5]([NH:8]C(OC(C)(C)C)=O)([CH3:7])[CH3:6].[ClH:38], predict the reaction product. The product is: [ClH:38].[CH3:1][O:2][C:3](=[O:37])[C@@H:4]([NH:16][C:17](=[O:36])[C:18]1[CH:19]=[CH:20][C:21]([C:24]#[C:25][C:26]#[C:27][C@@H:28]2[CH2:30][C@H:29]2[CH2:31][OH:32])=[CH:22][CH:23]=1)[C:5]([NH2:8])([CH3:7])[CH3:6]. (5) Given the reactants [CH3:1][C@@H:2]1[CH2:4][C@H:3]1[C:5]([OH:7])=O.C(N(CC)CC)C.ClC(OCC)=O.[N-:21]=[N+:22]=[N-:23].[Na+], predict the reaction product. The product is: [CH3:1][C@@H:2]1[CH2:4][C@H:3]1[C:5]([N:21]=[N+:22]=[N-:23])=[O:7].